This data is from Forward reaction prediction with 1.9M reactions from USPTO patents (1976-2016). The task is: Predict the product of the given reaction. (1) The product is: [CH3:30][S:27]([C:19]1[CH:18]=[C:17]([CH:22]=[C:21]([C:23]([F:25])([F:26])[F:24])[CH:20]=1)[C:16]([N:15]([CH3:32])[C:9]1[CH:10]=[N:11][C:12]([CH3:14])=[CH:13][C:8]=1[C:3]1[CH:4]=[CH:5][CH:6]=[CH:7][C:2]=1[O:1][CH2:50][CH:51]1[CH2:54][O:53][CH2:52]1)=[O:31])(=[O:29])=[O:28]. Given the reactants [OH:1][C:2]1[CH:7]=[CH:6][CH:5]=[CH:4][C:3]=1[C:8]1[CH:13]=[C:12]([CH3:14])[N:11]=[CH:10][C:9]=1[N:15]([CH3:32])[C:16](=[O:31])[C:17]1[CH:22]=[C:21]([C:23]([F:26])([F:25])[F:24])[CH:20]=[C:19]([S:27]([CH3:30])(=[O:29])=[O:28])[CH:18]=1.C([O-])([O-])=O.[K+].[K+].CC1C=CC(S(O[CH2:50][CH:51]2[CH2:54][O:53][CH2:52]2)(=O)=O)=CC=1.C([O-])(O)=O.[Na+], predict the reaction product. (2) Given the reactants C(Cl)(=O)C(Cl)=O.[CH3:7][C:8]1[CH:9]=[C:10]([CH:14]=[CH:15][C:16]=1[C:17]1[C:18]([CH3:23])=[N:19][CH:20]=[CH:21][CH:22]=1)[C:11]([OH:13])=O.[F:24][C:25]1[CH:26]=[CH:27][C:28]([O:35][CH3:36])=[C:29]([C:31](=[N:33]O)[NH2:32])[CH:30]=1.CCN(C(C)C)C(C)C, predict the reaction product. The product is: [F:24][C:25]1[CH:26]=[CH:27][C:28]([O:35][CH3:36])=[C:29]([C:31]2[N:32]=[C:11]([C:10]3[CH:14]=[CH:15][C:16]([C:17]4[C:18]([CH3:23])=[N:19][CH:20]=[CH:21][CH:22]=4)=[C:8]([CH3:7])[CH:9]=3)[O:13][N:33]=2)[CH:30]=1. (3) Given the reactants [C:1](=O)([O:30]C1C=CC([N+]([O-])=O)=CC=1)[O:2][C@@H:3]1[CH2:19][C@@H:18]2[C@@:6]([CH3:29])([C@@H:7]3[C@@H:15]([CH2:16][CH2:17]2)[C@:14]2([OH:20])[C@@:10]([CH3:28])([C@@H:11]([C:21]4[CH:22]=[CH:23][C:24](=[O:27])[O:25][CH:26]=4)[CH2:12][CH2:13]2)[CH2:9][CH2:8]3)[CH2:5][CH2:4]1.[N:41]1([CH2:46][CH2:47][NH2:48])[CH2:45][CH2:44][CH2:43][CH2:42]1, predict the reaction product. The product is: [N:41]1([CH2:46][CH2:47][NH:48][C:1](=[O:30])[O:2][C@@H:3]2[CH2:19][C@@H:18]3[C@@:6]([CH3:29])([C@@H:7]4[C@@H:15]([CH2:16][CH2:17]3)[C@:14]3([OH:20])[C@@:10]([CH3:28])([C@@H:11]([C:21]5[CH:22]=[CH:23][C:24](=[O:27])[O:25][CH:26]=5)[CH2:12][CH2:13]3)[CH2:9][CH2:8]4)[CH2:5][CH2:4]2)[CH2:45][CH2:44][CH2:43][CH2:42]1. (4) Given the reactants [CH:1]([C:4]1[CH2:8][C:7](=[O:9])[N:6]([C:10]([C:13]2[CH:18]=[CH:17][CH:16]=[CH:15][CH:14]=2)([CH3:12])[CH3:11])[N:5]=1)([CH3:3])[CH3:2].[OH-].[Ca+2].[OH-].Cl[C:23]([O:25][CH2:26][CH3:27])=[O:24], predict the reaction product. The product is: [OH:9][C:7]1[N:6]([C:10]([C:13]2[CH:14]=[CH:15][CH:16]=[CH:17][CH:18]=2)([CH3:12])[CH3:11])[N:5]=[C:4]([CH:1]([CH3:3])[CH3:2])[C:8]=1[C:23]([O:25][CH2:26][CH3:27])=[O:24]. (5) Given the reactants [NH2:1][C:2]1[N:7]=[C:6]([C:8]2[O:9][CH:10]=[CH:11][CH:12]=2)[C:5]([C:13]#[N:14])=[C:4](S(C)=O)[N:3]=1.[CH2:18]([OH:27])/[CH:19]=[CH:20]/[C:21]1[CH:26]=[CH:25][CH:24]=[CH:23][CH:22]=1.C1CCN2C(=NCCC2)CC1, predict the reaction product. The product is: [NH2:1][C:2]1[N:7]=[C:6]([C:8]2[O:9][CH:10]=[CH:11][CH:12]=2)[C:5]([C:13]#[N:14])=[C:4]([O:27][CH2:18][CH:19]=[CH:20][C:21]2[CH:26]=[CH:25][CH:24]=[CH:23][CH:22]=2)[N:3]=1.